Dataset: Catalyst prediction with 721,799 reactions and 888 catalyst types from USPTO. Task: Predict which catalyst facilitates the given reaction. Reactant: [C:1]([O:5][C:6](=[O:39])[CH2:7][N:8]1[CH2:16][CH2:15][N:14]([CH2:17][C:18](=[O:30])[CH2:19][CH2:20][C:21]2[CH:26]=[CH:25][C:24]([N+:27]([O-:29])=[O:28])=[CH:23][CH:22]=2)[CH2:13][CH2:12][N:11]([CH2:31][C:32]([O:34][C:35]([CH3:38])([CH3:37])[CH3:36])=[O:33])[CH2:10][CH2:9]1)([CH3:4])([CH3:3])[CH3:2].[BH4-].[Na+]. Product: [C:1]([O:5][C:6](=[O:39])[CH2:7][N:8]1[CH2:16][CH2:15][N:14]([CH2:17][CH:18]([OH:30])[CH2:19][CH2:20][C:21]2[CH:22]=[CH:23][C:24]([N+:27]([O-:29])=[O:28])=[CH:25][CH:26]=2)[CH2:13][CH2:12][N:11]([CH2:31][C:32]([O:34][C:35]([CH3:38])([CH3:37])[CH3:36])=[O:33])[CH2:10][CH2:9]1)([CH3:4])([CH3:3])[CH3:2]. The catalyst class is: 5.